Predict which catalyst facilitates the given reaction. From a dataset of Catalyst prediction with 721,799 reactions and 888 catalyst types from USPTO. (1) Reactant: [F:1][C:2]1[CH:3]=[C:4]2[C:8](=[C:9]([C:12]([OH:14])=O)[C:10]=1[F:11])[NH:7][CH:6]=[CH:5]2.[C:15]([C:19]1[CH:38]=[CH:37][C:22]([CH2:23][NH:24][CH2:25][CH2:26][C:27]2[CH:32]=[CH:31][CH:30]=[C:29]([C:33]([F:36])([F:35])[F:34])[CH:28]=2)=[CH:21][CH:20]=1)([CH3:18])([CH3:17])[CH3:16].CCN=C=NCCCN(C)C.Cl. Product: [C:15]([C:19]1[CH:38]=[CH:37][C:22]([CH2:23][N:24]([CH2:25][CH2:26][C:27]2[CH:32]=[CH:31][CH:30]=[C:29]([C:33]([F:36])([F:34])[F:35])[CH:28]=2)[C:12]([C:9]2[C:10]([F:11])=[C:2]([F:1])[CH:3]=[C:4]3[C:8]=2[NH:7][CH:6]=[CH:5]3)=[O:14])=[CH:21][CH:20]=1)([CH3:18])([CH3:16])[CH3:17]. The catalyst class is: 2. (2) Reactant: [NH2:1][C:2]1[C:3]([C:7]2[N:8]([C:16]3[CH:21]=[CH:20][C:19]([O:22][CH:23]4[CH2:28][CH2:27][N:26](C(OC(C)(C)C)=O)[CH2:25][CH2:24]4)=[CH:18][CH:17]=3)[C:9]3[CH:14]=[CH:13][N:12]=[CH:11][C:10]=3[N:15]=2)=[N:4][O:5][N:6]=1.FC(F)(F)C(O)=O. Product: [NH:26]1[CH2:27][CH2:28][CH:23]([O:22][C:19]2[CH:18]=[CH:17][C:16]([N:8]3[C:9]4[CH:14]=[CH:13][N:12]=[CH:11][C:10]=4[N:15]=[C:7]3[C:3]3[C:2]([NH2:1])=[N:6][O:5][N:4]=3)=[CH:21][CH:20]=2)[CH2:24][CH2:25]1. The catalyst class is: 5. (3) Reactant: [N:1]1[C:10]2[C:5](=[CH:6][CH:7]=[CH:8][C:9]=2[OH:11])[CH:4]=[CH:3][CH:2]=1.O[C@@H:13]([CH3:18])[C:14]([O:16][CH3:17])=[O:15].C1C=CC(P(C2C=CC=CC=2)C2C=CC=CC=2)=CC=1.CCOC(/N=N/C(OCC)=O)=O.Cl. Product: [N:1]1[C:10]2[C:5](=[CH:6][CH:7]=[CH:8][C:9]=2[O:11][C@H:13]([CH3:18])[C:14]([O:16][CH3:17])=[O:15])[CH:4]=[CH:3][CH:2]=1. The catalyst class is: 1. (4) Reactant: [CH2:1]([O:3][C:4]([C:6]1[C:7]([CH2:26][CH3:27])=[N:8][C:9]([NH:14][CH2:15][CH2:16][CH2:17][C:18]2[CH:23]=[CH:22][CH:21]=[C:20]([O:24]C)[CH:19]=2)=[N:10][C:11]=1[CH2:12][CH3:13])=[O:5])[CH3:2].B(Br)(Br)Br.C(Cl)Cl. Product: [CH2:1]([O:3][C:4]([C:6]1[C:7]([CH2:26][CH3:27])=[N:8][C:9]([NH:14][CH2:15][CH2:16][CH2:17][C:18]2[CH:23]=[CH:22][CH:21]=[C:20]([OH:24])[CH:19]=2)=[N:10][C:11]=1[CH2:12][CH3:13])=[O:5])[CH3:2]. The catalyst class is: 2. (5) Reactant: [Cl:1][C:2]1[CH:3]=[C:4]([CH:12]=[C:13]([Cl:15])[CH:14]=1)[CH2:5][N:6]1[CH:10]=[CH:9][N:8]=[C:7]1[NH2:11].[H-].[Na+].[CH3:18][O:19][C:20]1[CH:21]=[C:22]([CH:25]=[CH:26][CH:27]=1)[CH2:23]Br. Product: [Cl:15][C:13]1[CH:12]=[C:4]([CH:3]=[C:2]([Cl:1])[CH:14]=1)[CH2:5][N:6]1[CH:10]=[CH:9][N:8]=[C:7]1[NH:11][CH2:23][C:22]1[CH:25]=[CH:26][CH:27]=[C:20]([O:19][CH3:18])[CH:21]=1. The catalyst class is: 31. (6) Reactant: [CH3:1][O:2][C:3](=[O:40])[CH2:4][N:5]([S:29](=[O:39])(=[O:38])[NH:30]C(OC(C)(C)C)=O)[C:6]1[CH:11]=[CH:10][C:9]([S:12]([C:15]2[CH:20]=[CH:19][CH:18]=[CH:17][CH:16]=2)(=[O:14])=[O:13])=[CH:8][C:7]=1[O:21][CH2:22][C:23]1[CH:28]=[CH:27][CH:26]=[CH:25][CH:24]=1. Product: [CH3:1][O:2][C:3](=[O:40])[CH2:4][N:5]([S:29](=[O:38])(=[O:39])[NH2:30])[C:6]1[CH:11]=[CH:10][C:9]([S:12]([C:15]2[CH:16]=[CH:17][CH:18]=[CH:19][CH:20]=2)(=[O:14])=[O:13])=[CH:8][C:7]=1[O:21][CH2:22][C:23]1[CH:24]=[CH:25][CH:26]=[CH:27][CH:28]=1. The catalyst class is: 137.